From a dataset of NCI-60 drug combinations with 297,098 pairs across 59 cell lines. Regression. Given two drug SMILES strings and cell line genomic features, predict the synergy score measuring deviation from expected non-interaction effect. (1) Drug 1: CN1CCC(CC1)COC2=C(C=C3C(=C2)N=CN=C3NC4=C(C=C(C=C4)Br)F)OC. Drug 2: CC12CCC3C(C1CCC2=O)CC(=C)C4=CC(=O)C=CC34C. Cell line: SNB-75. Synergy scores: CSS=12.7, Synergy_ZIP=-8.39, Synergy_Bliss=-0.309, Synergy_Loewe=-1.08, Synergy_HSA=1.28. (2) Drug 2: CCC1(CC2CC(C3=C(CCN(C2)C1)C4=CC=CC=C4N3)(C5=C(C=C6C(=C5)C78CCN9C7C(C=CC9)(C(C(C8N6C)(C(=O)OC)O)OC(=O)C)CC)OC)C(=O)OC)O.OS(=O)(=O)O. Synergy scores: CSS=12.9, Synergy_ZIP=10.0, Synergy_Bliss=12.5, Synergy_Loewe=10.8, Synergy_HSA=11.1. Cell line: UACC62. Drug 1: CCC(=C(C1=CC=CC=C1)C2=CC=C(C=C2)OCCN(C)C)C3=CC=CC=C3.C(C(=O)O)C(CC(=O)O)(C(=O)O)O. (3) Drug 1: CCN(CC)CCNC(=O)C1=C(NC(=C1C)C=C2C3=C(C=CC(=C3)F)NC2=O)C. Drug 2: C(=O)(N)NO. Cell line: OVCAR-8. Synergy scores: CSS=7.20, Synergy_ZIP=-1.14, Synergy_Bliss=0.470, Synergy_Loewe=3.00, Synergy_HSA=-0.158. (4) Drug 1: CC12CCC(CC1=CCC3C2CCC4(C3CC=C4C5=CN=CC=C5)C)O. Drug 2: COC1=C(C=C2C(=C1)N=CN=C2NC3=CC(=C(C=C3)F)Cl)OCCCN4CCOCC4. Cell line: MALME-3M. Synergy scores: CSS=28.4, Synergy_ZIP=4.63, Synergy_Bliss=7.40, Synergy_Loewe=-6.33, Synergy_HSA=7.26. (5) Drug 1: COC1=C(C=C2C(=C1)N=CN=C2NC3=CC(=C(C=C3)F)Cl)OCCCN4CCOCC4. Drug 2: CCC1(C2=C(COC1=O)C(=O)N3CC4=CC5=C(C=CC(=C5CN(C)C)O)N=C4C3=C2)O.Cl. Cell line: HCT116. Synergy scores: CSS=29.8, Synergy_ZIP=-4.59, Synergy_Bliss=-0.465, Synergy_Loewe=-10.6, Synergy_HSA=2.03. (6) Drug 1: C1=CC(=CC=C1CCCC(=O)O)N(CCCl)CCCl. Drug 2: CCCCCOC(=O)NC1=NC(=O)N(C=C1F)C2C(C(C(O2)C)O)O. Cell line: RXF 393. Synergy scores: CSS=18.4, Synergy_ZIP=-5.15, Synergy_Bliss=3.33, Synergy_Loewe=3.89, Synergy_HSA=4.86. (7) Drug 1: CN(C)C1=NC(=NC(=N1)N(C)C)N(C)C. Drug 2: C(CC(=O)O)C(=O)CN.Cl. Cell line: SK-MEL-5. Synergy scores: CSS=11.2, Synergy_ZIP=-2.27, Synergy_Bliss=0.630, Synergy_Loewe=-9.90, Synergy_HSA=-4.08. (8) Drug 1: C1=CN(C=N1)CC(O)(P(=O)(O)O)P(=O)(O)O. Drug 2: C1=NNC2=C1C(=O)NC=N2. Cell line: HOP-92. Synergy scores: CSS=-0.706, Synergy_ZIP=-0.104, Synergy_Bliss=-1.20, Synergy_Loewe=-1.80, Synergy_HSA=-2.14.